From a dataset of Forward reaction prediction with 1.9M reactions from USPTO patents (1976-2016). Predict the product of the given reaction. (1) Given the reactants C(OC(=O)[NH:10][CH2:11][C:12]1[O:13][C:14]([CH3:24])=[C:15]([C:17]([C:19]2[S:20][CH:21]=[CH:22][N:23]=2)=[O:18])[N:16]=1)C1C=CC=CC=1.Br.C(O)(=O)C, predict the reaction product. The product is: [NH2:10][CH2:11][C:12]1[O:13][C:14]([CH3:24])=[C:15]([C:17]([C:19]2[S:20][CH:21]=[CH:22][N:23]=2)=[O:18])[N:16]=1. (2) The product is: [CH2:1]([C:3]1[CH:8]=[CH:7][C:6]([CH:9]2[CH2:14][N:13]([C:15]([N:37]3[CH2:38][CH2:39][CH:34]([C:32]#[N:33])[CH2:35][CH2:36]3)=[O:17])[CH2:12][CH:11]([C:27]([O:29][CH2:30][CH3:31])=[O:28])[CH2:10]2)=[CH:5][CH:4]=1)[CH3:2]. Given the reactants [CH2:1]([C:3]1[CH:8]=[CH:7][C:6]([CH:9]2[CH2:14][N:13]([C:15]([O:17]C3C=CC([N+]([O-])=O)=CC=3)=O)[CH2:12][CH:11]([C:27]([O:29][CH2:30][CH3:31])=[O:28])[CH2:10]2)=[CH:5][CH:4]=1)[CH3:2].[C:32]([CH:34]1[CH2:39][CH2:38][NH:37][CH2:36][CH2:35]1)#[N:33].C(=O)([O-])[O-].[K+].[K+].CN(C=O)C, predict the reaction product. (3) Given the reactants CC[C@H]1C(=O)C[C@H](O)[C@@H](C)[C@@H](/C(/C)=C/[C@H]2C[C@@H](OC)[C@H](O)CC2)OC(=O)[C@H]2N(CCCC2)C(=O)C(=O)[C@]2(O)O[C@@H]([C@@H](OC)C[C@H]2C)[C@@H](OC)C[C@@H](C)CC(C)=C1.[CH3:57][CH2:58][CH2:59][C@H:60]1[C:90](=[O:91])[CH2:89][C@H:88]([OH:92])[C@@H:87]([CH3:93])[C@@H:86](/[C:94](/[CH3:105])=[CH:95]/[C@H:96]2[CH2:101][C@@H:100]([O:102][CH3:103])[C@H:99]([OH:104])[CH2:98][CH2:97]2)[O:85][C:83](=[O:84])[C@H:82]2[N:77]([CH2:78][CH2:79][CH2:80][CH2:81]2)[C:75](=[O:76])[C:73](=[O:74])[C@:71]2([OH:106])[O:72][CH:67]([C@@H:68]([O:108][CH3:109])[CH2:69][C@H:70]2[CH3:107])[C@@H:66]([O:110][CH3:111])[CH2:65][C@@H:64]([CH3:112])[CH2:63][C:62]([CH3:113])=[CH:61]1, predict the reaction product. The product is: [CH3:112][C@H:64]1[CH2:63][C:62]([CH3:113])=[CH:61][C@@H:60]([CH2:59][CH:58]=[CH2:57])[C:90](=[O:91])[CH2:89][C@H:88]([OH:92])[C@@H:87]([CH3:93])[C@@H:86](/[C:94](/[CH3:105])=[CH:95]/[C@H:96]2[CH2:101][C@@H:100]([O:102][CH3:103])[C@H:99]([OH:104])[CH2:98][CH2:97]2)[O:85][C:83](=[O:84])[C@H:82]2[N:77]([CH2:78][CH2:79][CH2:80][CH2:81]2)[C:75](=[O:76])[C:73](=[O:74])[C@:71]2([OH:106])[O:72][C@@H:67]([C@@H:68]([O:108][CH3:109])[CH2:69][C@H:70]2[CH3:107])[C@@H:66]([O:110][CH3:111])[CH2:65]1. (4) The product is: [CH2:26]([N:17]([C@H:14]1[CH2:15][CH2:16][N:12]([C:10]2[C:9]3[C:4](=[CH:5][CH:6]=[CH:7][CH:8]=3)[N:3]=[C:2]([Cl:1])[N:11]=2)[CH2:13]1)[C:18](=[O:24])[O:19][C:20]([CH3:21])([CH3:23])[CH3:22])[CH2:27][CH2:28][CH3:29]. Given the reactants [Cl:1][C:2]1[N:11]=[C:10]([N:12]2[CH2:16][CH2:15][C@H:14]([NH:17][C:18](=[O:24])[O:19][C:20]([CH3:23])([CH3:22])[CH3:21])[CH2:13]2)[C:9]2[C:4](=[CH:5][CH:6]=[CH:7][CH:8]=2)[N:3]=1.Br[CH2:26][CH2:27][CH2:28][CH3:29], predict the reaction product. (5) Given the reactants [O:1]=[C:2]1[C:14]2[NH:13][C:12]3[C:7](=[CH:8][C:9]([C:15]#[N:16])=[CH:10][CH:11]=3)[C:6]=2[CH2:5][CH2:4][CH2:3]1.[CH3:17][Mg]Cl.[NH4+].[Cl-], predict the reaction product. The product is: [OH:1][C:2]1([CH3:17])[C:14]2[NH:13][C:12]3[C:7](=[CH:8][C:9]([C:15]#[N:16])=[CH:10][CH:11]=3)[C:6]=2[CH2:5][CH2:4][CH2:3]1.